Dataset: Experimentally validated miRNA-target interactions with 360,000+ pairs, plus equal number of negative samples. Task: Binary Classification. Given a miRNA mature sequence and a target amino acid sequence, predict their likelihood of interaction. (1) The miRNA is hsa-miR-887-5p with sequence CUUGGGAGCCCUGUUAGACUC. The protein sequence of the target gene is MALIMEPVSKWSPSQVVDWMKGLDDCLQQYIKNFEREKISGDQLLRITHQELEDLGVSRIGHQELILEAVDLLCALNYGLETENLKTLSHKLNASAKNLQNFITGRRRSGHYDGRTSRKLPNDFLTSVVDLIGAAKSLLAWLDRSPFAAVTDYSVTRNNVIQLCLELTTIVQQDCTVYETENKILHVCKTLSGVCDHIISLSSDPLVSQSAHLEVIQLANIKPSEGLGMYIKSTYDGLHVITGTTENSPADRCKKIHAGDEVIQVNHQTVVGWQLKNLVNALREDPSGVILTLKKRPQSM.... Result: 0 (no interaction). (2) The miRNA is hsa-miR-8059 with sequence GGGGAACUGUAGAUGAAAAGGC. The protein sequence of the target gene is MARGERRRRAAAAEGARPLERARAAGRRDGRAGGARGSASGAALAVVVLALAFGLSGRWVLAWLRVRRALTLHPAPSALPPDSSSPAVAPELFWGTYRPHVYFGMKTRSPKPLLTGLMWAQQGATPGTPPKLRHTCEQGDGVGPYGWEFHDGRTFGRQHIHDGALRLTTEFVKRPGGQHGGDWSWRVTVEPQASGTPSFPLVSLFFYVVTDGQEVLLPEIGAKGQLKSISGHTSELGDFRLTLLPPTSPGDTVPKHGSYNVFWSSNPGLPQLTDMVKSRLNSWFQHRPPGASPDRYLGLP.... Result: 0 (no interaction). (3) The miRNA is mmu-miR-669d-5p with sequence ACUUGUGUGUGCAUGUAUAUGU. The protein sequence of the target gene is MGPPSLVLCLLSATVFSLLGGSSAFLSHHRLKGRFQRDRRNIRPNIILVLTDDQDVELGSMQVMNKTRRIMEQGGAHFINAFVTTPMCCPSRSSILTGKYVHNHNTYTNNENCSSPSWQAQHESRTFAVYLNSTGYRTAFFGKYLNEYNGSYVPPGWKEWVGLLKNSRFYNYTLCRNGVKEKHGSDYSKDYLTDLITNDSVSFFRTSKKMYPHRPVLMVISHAAPHGPEDSAPQYSRLFPNASQHITPSYNYAPNPDKHWIMRYTGPMKPIHMEFTNMLQRKRLQTLMSVDDSMETIYNM.... Result: 0 (no interaction). (4) The miRNA is cel-miR-79-3p with sequence AUAAAGCUAGGUUACCAAAGCU. The protein sequence of the target gene is MEKLGVEPEEEGGGDDDEEDAEAWAMELADVGAAASSQGVHDQVLPTPNASSRVIVHVDLDCFYAQVEMISNPELKDKPLGVQQKYLVVTCNYEARKLGVKKLMNVRDAKEKCPQLVLVNGEDLTRYREMSYKVTELLEEFSPVVERLGFDENFVDLTEMVEKRLQQLQSDELSAVTVSGHVYNNQSINLLDVLHIRLLVGSQIAAEMREAMYNQLGLTGCAGVASNKLLAKLVSGVFKPNQQTVLLPESCQHLIHSLNHIKEIPGIGYKTAKCLEALGINSVRDLQTFSPKILEKELGI.... Result: 0 (no interaction). (5) The miRNA is mmu-miR-17-5p with sequence CAAAGUGCUUACAGUGCAGGUAG. The protein sequence of the target gene is MEPAAAAPAQRLADPTGEDQALAAAAAEGGRCPDPALSAAAPSGGNGGAAREEAPCEAPPGPLPGRAGGTGRRRRRGAPQPAAGGAAPVPAAGGGANSLLLKRGRLKRNLSAAAAASSSSSPSSASSAAGGLPASCSASASLCTRSLDRKTLLLKHRQLLQLQPSDRDWVRHQLQRGCVHVFDRHMASSYLRPVLCTLDTTAAEVAARLLQLGHKGGGVVKVLGYGPPPAAAPAASDQTLDGEHGRDVEPPPSSGTVGAVRGPARAPPADLPLPGGAWTRCAPRISPAPSDSSPGELFAG.... Result: 1 (interaction). (6) The miRNA is hsa-miR-6768-3p with sequence CAAAGGCCACAUUCUCCUGUGCAC. The protein sequence of the target gene is MRGHPSLLLLYMALTTCLDTSPSEETDQEVFLGPPEAQSFLSSHTRIPRANHWDLELLTPGNLERECLEERCSWEEAREYFEDNTLTERFWESYIYNGKGGRGRVDVASLAVGLTGGILLIVLAGLGAFWYLRWRQHRGQQPCPQEAGLISPLSPLNPLGPPTPLPPPPPPPPGLPTYEQALAASGVHDAPPPPYTSLRRPH. Result: 0 (no interaction).